From a dataset of Full USPTO retrosynthesis dataset with 1.9M reactions from patents (1976-2016). Predict the reactants needed to synthesize the given product. Given the product [CH3:2][NH:3][C:4]1[NH:8][C:7]2[CH:9]=[CH:10][C:11]([C:13]([OH:15])=[O:14])=[CH:12][C:6]=2[N:5]=1, predict the reactants needed to synthesize it. The reactants are: Cl.[CH3:2][NH:3][C:4]1[NH:8][C:7]2[CH:9]=[CH:10][C:11]([C:13]([O:15]C)=[O:14])=[CH:12][C:6]=2[N:5]=1.